This data is from Catalyst prediction with 721,799 reactions and 888 catalyst types from USPTO. The task is: Predict which catalyst facilitates the given reaction. (1) Reactant: [Cl:1][C:2]1[CH:3]=[C:4]([CH:20]=[CH:21][C:22]=1[Cl:23])[CH2:5][N:6]1[C:11](=[O:12])[C:10]2[CH:13]=[C:14]([N+:17]([O-])=O)[CH:15]=[N:16][C:9]=2[N:8]=[CH:7]1.O.NN.C(O)(=O)C.NN. Product: [NH2:17][C:14]1[CH:15]=[N:16][C:9]2[N:8]=[CH:7][N:6]([CH2:5][C:4]3[CH:20]=[CH:21][C:22]([Cl:23])=[C:2]([Cl:1])[CH:3]=3)[C:11](=[O:12])[C:10]=2[CH:13]=1. The catalyst class is: 94. (2) Reactant: Cl[CH2:2][C:3]1[CH:4]=[C:5]([F:12])[C:6]([S:10][CH3:11])=[C:7]([F:9])[CH:8]=1.[Br-:13].[Li+].CC(C)=O.[Br-].[Na+]. Product: [Br:13][CH2:2][C:3]1[CH:4]=[C:5]([F:12])[C:6]([S:10][CH3:11])=[C:7]([F:9])[CH:8]=1. The catalyst class is: 6. (3) Reactant: [NH2:1][CH2:2][C:3]1[C:4]([F:20])=[C:5]([O:10][C:11]2[CH:12]=[C:13]([CH:16]=[C:17]([Cl:19])[CH:18]=2)[C:14]#[N:15])[C:6]([Cl:9])=[CH:7][CH:8]=1.CCN(C(C)C)C(C)C.[O:30]1[C:34]([C:35](O)=[O:36])=[CH:33][CH:32]=[N:31]1.CN(C(ON1N=NC2C=CC=NC1=2)=[N+](C)C)C.F[P-](F)(F)(F)(F)F. Product: [Cl:9][C:6]1[CH:7]=[CH:8][C:3]([CH2:2][NH:1][C:35]([C:34]2[O:30][N:31]=[CH:32][CH:33]=2)=[O:36])=[C:4]([F:20])[C:5]=1[O:10][C:11]1[CH:12]=[C:13]([C:14]#[N:15])[CH:16]=[C:17]([Cl:19])[CH:18]=1. The catalyst class is: 121. (4) The catalyst class is: 155. Reactant: Br[C:2]1[CH:3]=[C:4]([NH:9][S:10]([C:13]2[CH:18]=[CH:17][C:16]([OH:19])=[CH:15][CH:14]=2)(=[O:12])=[O:11])[CH:5]=[C:6]([F:8])[CH:7]=1.[B:20]1([B:20]2[O:24][C:23]([CH3:26])([CH3:25])[C:22]([CH3:28])([CH3:27])[O:21]2)[O:24][C:23]([CH3:26])([CH3:25])[C:22]([CH3:28])([CH3:27])[O:21]1.C([O-])(=O)C.[K+].O. Product: [F:8][C:6]1[CH:5]=[C:4]([NH:9][S:10]([C:13]2[CH:18]=[CH:17][C:16]([OH:19])=[CH:15][CH:14]=2)(=[O:12])=[O:11])[CH:3]=[C:2]([B:20]2[O:24][C:23]([CH3:26])([CH3:25])[C:22]([CH3:28])([CH3:27])[O:21]2)[CH:7]=1. (5) Reactant: [C:1]([O:5][C:6]([NH:8][C:9]1[CH:10]=[C:11]([C:15]([OH:17])=O)[CH:12]=[N:13][CH:14]=1)=[O:7])([CH3:4])([CH3:3])[CH3:2].[NH2:18][C@@:19]1([C:24]([O:26][CH2:27][CH2:28][CH2:29][CH3:30])=[O:25])[CH2:23][CH2:22][O:21][CH2:20]1. Product: [C:1]([O:5][C:6]([NH:8][C:9]1[CH:10]=[C:11]([C:15]([NH:18][C@@:19]2([C:24]([O:26][CH2:27][CH2:28][CH2:29][CH3:30])=[O:25])[CH2:23][CH2:22][O:21][CH2:20]2)=[O:17])[CH:12]=[N:13][CH:14]=1)=[O:7])([CH3:2])([CH3:3])[CH3:4]. The catalyst class is: 7. (6) Reactant: Cl[C:2](OC1C=CC=CC=1)=[O:3].[CH3:11][O:12][C:13]1[CH:18]=[CH:17][CH:16]=[CH:15][C:14]=1[C:19]1[N:24]=[CH:23][N:22]=[C:21]([NH2:25])[CH:20]=1.CCN(C(C)C)C(C)C.[NH2:35][C:36]1[CH:37]=[C:38]([CH2:42][C:43]([OH:45])=[O:44])[CH:39]=[CH:40][CH:41]=1. Product: [CH3:11][O:12][C:13]1[CH:18]=[CH:17][CH:16]=[CH:15][C:14]=1[C:19]1[N:24]=[CH:23][N:22]=[C:21]([NH:25][C:2](=[O:3])[NH:35][C:36]2[CH:37]=[C:38]([CH2:42][C:43]([OH:45])=[O:44])[CH:39]=[CH:40][CH:41]=2)[CH:20]=1. The catalyst class is: 269. (7) Reactant: [O:1]=[C:2]([C:9]1[O:10][CH:11]=[CH:12][CH:13]=1)[CH2:3][C:4]([O:6][CH2:7][CH3:8])=[O:5].[F:14][B-](F)(F)F.F[B-](F)(F)F.ClC[N+]12CC[N+](F)(CC1)CC2. Product: [CH2:7]([O:6][C:4](=[O:5])[CH:3]([F:14])[C:2]([C:9]1[O:10][CH:11]=[CH:12][CH:13]=1)=[O:1])[CH3:8]. The catalyst class is: 10.